From a dataset of Full USPTO retrosynthesis dataset with 1.9M reactions from patents (1976-2016). Predict the reactants needed to synthesize the given product. Given the product [CH:13]([O:12][CH2:11][CH2:10][O:9][CH2:8][CH2:7][I:2])=[CH2:14], predict the reactants needed to synthesize it. The reactants are: [Na+].[I-:2].S(C1C=CC(C)=CC=1)(O[CH2:7][CH2:8][O:9][CH2:10][CH2:11][O:12][CH:13]=[CH2:14])(=O)=O.